Dataset: Experimentally validated miRNA-target interactions with 360,000+ pairs, plus equal number of negative samples. Task: Binary Classification. Given a miRNA mature sequence and a target amino acid sequence, predict their likelihood of interaction. (1) Result: 0 (no interaction). The protein sequence of the target gene is MSDTPSTGFSIIHPTSSEGQVPPPRHLSLTHPVVAKRISFYKSGDPQFGGVRVVVNPRSFKSFDALLDNLSRKVPLPFGVRNISTPRGRHSITRLEELEDGESYLCSHGRKVQPVDLDKARRRPRPWLSSRAISAHSPPHPVAVAAPGMPRPPRSLVVFRNGDPKTRRAVLLSRRVTQSFEAFLQHLTEVMQRPVVKLYATDGRRVPSLQAVILSSGAVVAAGREPFKPGNYDIQKYLLPARLPGISQRVYPKGNAKSESRKISTHMSSSSRSQIYSVSSEKTHNNDCYLDYSFVPEKYL.... The miRNA is cel-miR-63-3p with sequence UAUGACACUGAAGCGAGUUGGAAA. (2) The miRNA is hsa-miR-548ar-3p with sequence UAAAACUGCAGUUAUUUUUGC. The protein sequence of the target gene is MKPHLKQWRQRMLFGIFAWGLLFLLIFIYFTDSNPAEPVPSSLSFLETRRLLPVQGKQRAIMGAAHEPSPPGGLDARQALPRAHPAGSFHAGPGDLQKWAQSQDGFEHKEFFSSQVGRKSQSAFYPEDDDYFFAAGQPGWHSHTQGTLGFPSPGEPGPREGAFPAAQVQRRRVKKRHRRQRRSHVLEEGDDGDRLYSSMSRAFLYRLWKGNVSSKMLNPRLQKAMKDYLTANKHGVRFRGKREAGLSRAQLLCQLRSRARVRTLDGTEAPFSALGWRRLVPAVPLSQLHPRGLRSCAVVM.... Result: 1 (interaction). (3) The miRNA is hsa-miR-6836-3p with sequence AUGCCUCCCCCGGCCCCGCAG. The protein sequence of the target gene is MSALGSPVRAYDFLLKFLLVGDSDVGKGEILASLQDGAAESPYGHPAGIDYKTTTILLDGRRVKLQLWDTSGQGRFCTIFRSYSRGAQGVILVYDIANRWSFDGIDRWIKEIDEHAPGVPKILVGNRLHLAFKRQVPTEQAQAYAERLGVTFFEVSPLCNFNITESFTELARIVLLRHGMDRLWRPSKVLSLQDLCCRAVVSCTPVHLVDKLPLPIALRSHLKSFSMANGLNARMMHGGSYSLTTSSTHKRSSLRKVKLVRPPQSPPKNCTRNSCKIS. Result: 1 (interaction). (4) The miRNA is hsa-miR-3190-3p with sequence UGUGGAAGGUAGACGGCCAGAGA. Result: 1 (interaction). The protein sequence of the target gene is MTTLTHRARRTEISKNSEKKMESEEDSNWEKSPDNEDSGDSKDIRLTLMEEVLLLGLKDKEGYTSFWNDCISSGLRGGILIELAMRGRIYLEPPTMRKKRLLDRKVLLKSDSPTGDVLLDETLKHIKATEPTETVQTWIELLTGETWNPFKLQYQLRNVRERIAKNLVEKGILTTEKQNFLLFDMTTHPVTNTTEKQRLVKKLQDSVLERWVNDPQRMDKRTLALLVLAHSSDVLENVFSSLTDDKYDVAMNRAKDLVELDPEVEGTKPSATEMIWAVLAAFNKS. (5) The miRNA is hsa-miR-376a-5p with sequence GUAGAUUCUCCUUCUAUGAGUA. The protein sequence of the target gene is MSNTTVVPSTAGPGPSGGPGGGGGGGGGGGGTEVIQVTNVSPSASSEQMRTLFGFLGKIDELRLFPPDDSPLPVSSRVCFVKFHDPDSAVVAQHLTNTVFVDRALIVVPYAEGVIPDEAKALSLLAPANAVAGLLPGGGLLPTPNPLTQIGAVPLAALGAPTLDPALAALGLPGANLNSQSLAADQLLKLMSTVDPKLNHVAAGLVSPSLKSDTSSKEIEEAMKRVREAQSLISAAIEPDKKEEKRRHSRSRSRSRRRRTPSSSRHRRSRSRSRRRSHSKSRSRRRSKSPRRRRSHSRER.... Result: 1 (interaction). (6) The protein sequence of the target gene is MDSELKEEIPVHEEFILCGGAETQVLKCGPWTDLFHDQSVKRPKLLIFIIPGNPGFSAFYVPFAKALYSLTNRRFPVWTISHAGHALAPKDKKILTTSEDSNAQEIKDIYGLNGQIEHKLAFLRTHVPKDMKLVLIGHSIGSYFTLQMLKRVPELPVIRAFLLFPTIERMSESPNGRIATPLLCWFRYVLYVTGYLLLKPCPETIKSLLIRRGLQVMNLENEFSPLNILEPFCLANAAYLGGQEMMEVVKRDDETIKEHLCKLTFYYGTIDPWCPKEYYEDIKKDFPEGDIRLCEKNIPH.... The miRNA is mmu-miR-335-3p with sequence UUUUUCAUUAUUGCUCCUGACC. Result: 0 (no interaction). (7) The miRNA is hsa-miR-4685-5p with sequence CCCAGGGCUUGGAGUGGGGCAAGGUU. The protein sequence of the target gene is MKLKEIDRTAMQAWSPAQNHPIYLATGTSAQQLDATFSTNASLEIFELDLSDPSLDMKSCATFSSSHRYHKLIWGPHKMDSKGDVSGVLIAGGENGNIILYDPSKIIAGDKEVVIAQKDKHTGPVRALDVNIFQTNLVASGANESEIYIWDLNNFATPMTPGAKTQPPEDISCIAWNRQVQHILASASPSGRATVWDLRKNEPIIKVSDHSNRMHCSGLAWHPDVATQMVLASEDDRLPVIQMWDLRFASSPLRVLENHARGILAVAWSMADPELLLSCGKDAKILCSNPNTGEVLYELP.... Result: 0 (no interaction). (8) The miRNA is hsa-miR-6885-3p with sequence CUUUGCUUCCUGCUCCCCUAG. The protein sequence of the target gene is MTDDNSDDKIEDELQTFFTSDKDGNTHAYNPKSPPTQNSSASSVNWNSANPDDMVVDYETDPAVVTGENISLSLQGVEVFGHEKSSSDFISKQVLDMHKDSICQCPALVGTEKPKYLQHSCHSLEAVEGQSVEPSLPFVWKPNDNLNCAGYCDALELNQTFDMTVDKVNCTFISHHAIGKSQSFHTAGSLPPTGRRSGSTSSLSYSTWTSSHSDKTHARETTYDRESFENPQVTPSEAQDMTYTAFSDVVMQSEVFVSDIGNQCACSSGKVTSEYTDGSQQRLVGEKETQALTPVSDGME.... Result: 1 (interaction). (9) The miRNA is hsa-miR-335-5p with sequence UCAAGAGCAAUAACGAAAAAUGU. The protein sequence of the target gene is MQPGSAPPPGRMDPSAPQPRAETSGKDIWHPGERCLAPSPDNGKLCEASIKSITVDENGKSFAVVLYADFQERKIPLKQLQEVKFVKDCPRNLIFDDEDLEKPYFPNRKFPSSSVAFKLSDNGDSIPYTINRYLRDYQREGTRFLYGHYIHGGGCILGDDMGLGKTVQVISFLAAVLHKKGTREDIENNMPEFLLRSMKKEPLSSTAKKMFLIVAPLSVLYNWKDELDTWGYFRVTVLHGNRKDNELIRVKQRKCEIALTTYETLRLCLDELNSLEWSAVIVDEAHRIKNPKARVTEVMK.... Result: 1 (interaction).